This data is from Full USPTO retrosynthesis dataset with 1.9M reactions from patents (1976-2016). The task is: Predict the reactants needed to synthesize the given product. (1) Given the product [F:43][CH:44]([F:57])[O:45][C:46]1[CH:51]=[CH:50][C:49]([CH2:52][O:53][CH3:54])=[CH:48][C:47]=1[CH2:55][NH:56][C:38](=[O:39])[NH:1][C:2]1[N:6]([C:7]2[CH:12]=[CH:11][CH:10]=[CH:9][CH:8]=2)[N:5]=[C:4]([O:13][CH2:14][CH:15]2[CH2:16][CH2:17][N:18]([C:21]([O:23][C:24]([CH3:25])([CH3:27])[CH3:26])=[O:22])[CH2:19][CH2:20]2)[C:3]=1[CH3:28], predict the reactants needed to synthesize it. The reactants are: [NH2:1][C:2]1[N:6]([C:7]2[CH:12]=[CH:11][CH:10]=[CH:9][CH:8]=2)[N:5]=[C:4]([O:13][CH2:14][CH:15]2[CH2:20][CH2:19][N:18]([C:21]([O:23][C:24]([CH3:27])([CH3:26])[CH3:25])=[O:22])[CH2:17][CH2:16]2)[C:3]=1[CH3:28].C1(C2C=CC([CH2:38][O:39]C)=CC=2CN)CC1.[F:43][CH:44]([F:57])[O:45][C:46]1[CH:51]=[CH:50][C:49]([CH2:52][O:53][CH3:54])=[CH:48][C:47]=1[CH2:55][NH2:56]. (2) Given the product [CH3:1][C:2]1([CH3:17])[CH2:3][O:4][CH:5]([CH2:8][CH2:9][C:10]2[CH:11]=[CH:12][C:13]([NH:16][CH:23]=[N:21][OH:28])=[CH:14][CH:15]=2)[O:6][CH2:7]1, predict the reactants needed to synthesize it. The reactants are: [CH3:1][C:2]1([CH3:17])[CH2:7][O:6][CH:5]([CH2:8][CH2:9][C:10]2[CH:15]=[CH:14][C:13]([NH2:16])=[CH:12][CH:11]=2)[O:4][CH2:3]1.COC(OC)[N:21]([CH3:23])C.Cl.N[OH:28].[Cl-].O[NH3+].[Cl-].[Na+].